Dataset: NCI-60 drug combinations with 297,098 pairs across 59 cell lines. Task: Regression. Given two drug SMILES strings and cell line genomic features, predict the synergy score measuring deviation from expected non-interaction effect. (1) Cell line: HT29. Drug 2: C1C(C(OC1N2C=NC3=C2NC=NCC3O)CO)O. Synergy scores: CSS=-1.10, Synergy_ZIP=2.17, Synergy_Bliss=-0.315, Synergy_Loewe=-3.85, Synergy_HSA=-3.05. Drug 1: CC1=CC2C(CCC3(C2CCC3(C(=O)C)OC(=O)C)C)C4(C1=CC(=O)CC4)C. (2) Drug 1: C1CN1C2=NC(=NC(=N2)N3CC3)N4CC4. Drug 2: CCN(CC)CCCC(C)NC1=C2C=C(C=CC2=NC3=C1C=CC(=C3)Cl)OC. Cell line: SNB-75. Synergy scores: CSS=19.8, Synergy_ZIP=-8.01, Synergy_Bliss=-3.21, Synergy_Loewe=-5.25, Synergy_HSA=-1.29. (3) Drug 1: COC1=CC(=CC(=C1O)OC)C2C3C(COC3=O)C(C4=CC5=C(C=C24)OCO5)OC6C(C(C7C(O6)COC(O7)C8=CC=CS8)O)O. Drug 2: COC1=NC(=NC2=C1N=CN2C3C(C(C(O3)CO)O)O)N. Cell line: BT-549. Synergy scores: CSS=39.5, Synergy_ZIP=10.0, Synergy_Bliss=8.60, Synergy_Loewe=-23.5, Synergy_HSA=6.76.